From a dataset of Full USPTO retrosynthesis dataset with 1.9M reactions from patents (1976-2016). Predict the reactants needed to synthesize the given product. (1) Given the product [CH2:12]([N:11]1[C:7]2[CH:6]=[C:5]([C:3]([OH:4])=[O:2])[CH:17]=[C:16]([C:18]3[CH:23]=[CH:22][C:21]([CH3:24])=[CH:20][N:19]=3)[C:8]=2[N:9]=[CH:10]1)[CH:13]([CH3:15])[CH3:14], predict the reactants needed to synthesize it. The reactants are: C[O:2][C:3]([C:5]1[CH:17]=[C:16]([C:18]2[CH:23]=[CH:22][C:21]([CH3:24])=[CH:20][N:19]=2)[C:8]2[N:9]=[CH:10][N:11]([CH2:12][CH:13]([CH3:15])[CH3:14])[C:7]=2[CH:6]=1)=[O:4].[Li+].[OH-].Cl. (2) Given the product [I:1][C:2]1[C:6]2[C:7]([O:11][CH3:12])=[N:8][CH:9]=[CH:10][C:5]=2[N:4]([CH:26]2[CH2:30][CH2:29][O:28][CH2:27]2)[CH:3]=1, predict the reactants needed to synthesize it. The reactants are: [I:1][C:2]1[C:6]2[C:7]([O:11][CH3:12])=[N:8][CH:9]=[CH:10][C:5]=2[NH:4][CH:3]=1.[H-].[Na+].CC1C=CC(S(O[CH:26]2[CH2:30][CH2:29][O:28][CH2:27]2)(=O)=O)=CC=1. (3) Given the product [CH3:34][C:35]([CH3:40])([CH3:39])[C:36]([O:16][NH:15][C:14]([CH2:13][C@@H:12]([N:18]1[C:26](=[O:27])[C:25]2[C:20](=[CH:21][CH:22]=[CH:23][C:24]=2[NH:28][C:29]([CH:31]2[CH2:33][CH2:32]2)=[O:30])[CH2:19]1)[C:6]1[CH:7]=[CH:8][C:9]([O:10][CH3:11])=[C:4]([O:3][CH2:1][CH3:2])[CH:5]=1)=[O:17])=[O:37], predict the reactants needed to synthesize it. The reactants are: [CH2:1]([O:3][C:4]1[CH:5]=[C:6]([C@H:12]([N:18]2[C:26](=[O:27])[C:25]3[C:20](=[CH:21][CH:22]=[CH:23][C:24]=3[NH:28][C:29]([CH:31]3[CH2:33][CH2:32]3)=[O:30])[CH2:19]2)[CH2:13][C:14](=[O:17])[NH:15][OH:16])[CH:7]=[CH:8][C:9]=1[O:10][CH3:11])[CH3:2].[CH3:34][C:35]([CH3:40])([CH3:39])[C:36](Cl)=[O:37]. (4) Given the product [CH3:18][N:10]([C:5]1[CH:6]=[CH:7][CH:8]=[CH:9][C:4]=1[N+:1]([O-:3])=[O:2])[S:11]([CH3:14])(=[O:13])=[O:12], predict the reactants needed to synthesize it. The reactants are: [N+:1]([C:4]1[CH:9]=[CH:8][CH:7]=[CH:6][C:5]=1[NH:10][S:11]([CH3:14])(=[O:13])=[O:12])([O-:3])=[O:2].[H-].[Na+].I[CH3:18]. (5) Given the product [CH3:20][N:19]([CH2:18][C:14]1[CH:13]=[C:12]([NH:11][S:8]([C:5]2[CH:6]=[CH:7][C:2]([C:23]3[N:24]=[CH:25][CH:26]=[CH:27][N:22]=3)=[CH:3][CH:4]=2)(=[O:10])=[O:9])[CH:17]=[CH:16][CH:15]=1)[CH3:21], predict the reactants needed to synthesize it. The reactants are: Br[C:2]1[CH:7]=[CH:6][C:5]([S:8]([NH:11][C:12]2[CH:17]=[CH:16][CH:15]=[C:14]([CH2:18][N:19]([CH3:21])[CH3:20])[CH:13]=2)(=[O:10])=[O:9])=[CH:4][CH:3]=1.[N:22]1[CH:27]=[C:26](B(O)O)[CH:25]=[N:24][CH:23]=1.C([O-])([O-])=O.[Na+].[Na+]. (6) Given the product [F:11][C:12]1[CH:13]=[C:14]([CH:17]=[C:18]([F:20])[CH:19]=1)[CH2:15][N:3]1[C:4]2[CH:10]=[CH:9][CH:8]=[CH:7][C:5]=2[N:6]([CH2:15][C:14]2[CH:13]=[C:12]([F:11])[CH:19]=[C:18]([F:20])[CH:17]=2)[C:2]1=[NH:1], predict the reactants needed to synthesize it. The reactants are: [NH2:1][C:2]1[NH:3][C:4]2[CH:10]=[CH:9][CH:8]=[CH:7][C:5]=2[N:6]=1.[F:11][C:12]1[CH:13]=[C:14]([CH:17]=[C:18]([F:20])[CH:19]=1)[CH2:15]Br. (7) The reactants are: C(OC([N:8]1[CH2:13][CH2:12][N:11]([C:14]2[CH:19]=[CH:18][C:17]([O:20][CH2:21][CH2:22][CH2:23][N:24]3[CH2:29][CH2:28][CH2:27][CH2:26][CH2:25]3)=[CH:16][CH:15]=2)[CH2:10][CH2:9]1)=O)(C)(C)C. Given the product [N:24]1([CH2:23][CH2:22][CH2:21][O:20][C:17]2[CH:18]=[CH:19][C:14]([N:11]3[CH2:10][CH2:9][NH:8][CH2:13][CH2:12]3)=[CH:15][CH:16]=2)[CH2:29][CH2:28][CH2:27][CH2:26][CH2:25]1, predict the reactants needed to synthesize it.